This data is from Forward reaction prediction with 1.9M reactions from USPTO patents (1976-2016). The task is: Predict the product of the given reaction. Given the reactants [NH2:1][C@H:2]1[CH2:7][CH2:6][C@H:5]([NH:8][C:9]2[CH:14]=[C:13]([C:15]3[CH:16]=[N:17][C:18]([Cl:29])=[C:19]([NH:21][CH2:22][CH:23]4[CH2:28][CH2:27][O:26][CH2:25][CH2:24]4)[CH:20]=3)[C:12]([Cl:30])=[CH:11][N:10]=2)[CH2:4][CH2:3]1.C([O-])([O-])=O.[K+].[K+].Br[CH2:38][CH2:39][O:40][CH3:41], predict the reaction product. The product is: [Cl:30][C:12]1[C:13]([C:15]2[CH:16]=[N:17][C:18]([Cl:29])=[C:19]([NH:21][CH2:22][CH:23]3[CH2:28][CH2:27][O:26][CH2:25][CH2:24]3)[CH:20]=2)=[CH:14][C:9]([NH:8][C@H:5]2[CH2:6][CH2:7][C@H:2]([NH:1][CH2:38][CH2:39][O:40][CH3:41])[CH2:3][CH2:4]2)=[N:10][CH:11]=1.